From a dataset of Peptide-MHC class II binding affinity with 134,281 pairs from IEDB. Regression. Given a peptide amino acid sequence and an MHC pseudo amino acid sequence, predict their binding affinity value. This is MHC class II binding data. (1) The peptide sequence is PQQQTLQPQQPAQL. The MHC is DRB1_1101 with pseudo-sequence DRB1_1101. The binding affinity (normalized) is 0. (2) The peptide sequence is SEKPAVNSPRPAPGA. The MHC is H-2-IAb with pseudo-sequence H-2-IAb. The binding affinity (normalized) is 0.378. (3) The peptide sequence is VSIISILKGVINIWG. The MHC is DRB4_0101 with pseudo-sequence DRB4_0103. The binding affinity (normalized) is 0.510. (4) The peptide sequence is KGIQIIYTRNHEVKS. The binding affinity (normalized) is 0.622. The MHC is DRB3_0202 with pseudo-sequence DRB3_0202. (5) The MHC is HLA-DQA10401-DQB10402 with pseudo-sequence HLA-DQA10401-DQB10402. The binding affinity (normalized) is 0.257. The peptide sequence is EKKYFAATQFIPLAA. (6) The peptide sequence is LCLSSLIKQSKFKGL. The MHC is DRB1_0101 with pseudo-sequence DRB1_0101. The binding affinity (normalized) is 0.218. (7) The peptide sequence is GEKQIVDKIDAAFKI. The MHC is DRB1_0802 with pseudo-sequence DRB1_0802. The binding affinity (normalized) is 0.347.